This data is from Forward reaction prediction with 1.9M reactions from USPTO patents (1976-2016). The task is: Predict the product of the given reaction. (1) The product is: [Cl:9][C:6]1[C:7]2[N:8]=[C:17]([NH:16][C:11](=[O:15])[O:12][CH2:13][CH3:14])[S:18][C:2]=2[N:3]=[C:4]([CH3:10])[N:5]=1. Given the reactants Cl[C:2]1[C:7]([NH2:8])=[C:6]([Cl:9])[N:5]=[C:4]([CH3:10])[N:3]=1.[C:11]([N:16]=[C:17]=[S:18])(=[O:15])[O:12][CH2:13][CH3:14], predict the reaction product. (2) Given the reactants [CH2:1]([O:3][C:4](=[O:24])[CH:5]=[C:6]([C:13]1[CH:21]=[C:20]2[C:16]([CH:17]=[CH:18][NH:19]2)=[CH:15][C:14]=1[O:22][CH3:23])[C:7]1[CH:12]=[CH:11][CH:10]=[CH:9][CH:8]=1)[CH3:2].C(OC(=O)CC(C1C=CC=C2C=1C(C#N)=CN2)C1C=CC=CC=1)C, predict the reaction product. The product is: [CH2:1]([O:3][C:4](=[O:24])[CH2:5][CH:6]([C:13]1[CH:21]=[C:20]2[C:16]([CH:17]=[CH:18][NH:19]2)=[CH:15][C:14]=1[O:22][CH3:23])[C:7]1[CH:12]=[CH:11][CH:10]=[CH:9][CH:8]=1)[CH3:2].